Dataset: Reaction yield outcomes from USPTO patents with 853,638 reactions. Task: Predict the reaction yield, written as a fraction of the theoretical maximum amount of product (1.0 means a 100% yield; for example, 0.34 means a 34% yield). (1) The reactants are Cl[C:2]1[NH:3][C:4](=[O:12])[C:5]2[CH:10]=[CH:9][N:8]([CH3:11])[C:6]=2[N:7]=1.[NH:13]1[CH:17]=[CH:16][CH:15]=[N:14]1. The catalyst is O1CCCC1. The product is [CH3:11][N:8]1[C:6]2[N:7]=[C:2]([N:13]3[CH:17]=[CH:16][CH:15]=[N:14]3)[NH:3][C:4](=[O:12])[C:5]=2[CH:10]=[CH:9]1. The yield is 0.250. (2) The yield is 0.820. The reactants are [O:1]=[C:2]1[C:7]([CH2:8][C:9]2[CH:14]=[CH:13][C:12]([C:15]3[C:16]([C:21]#[N:22])=[CH:17][CH:18]=[CH:19][CH:20]=3)=[CH:11][CH:10]=2)=[C:6]([CH2:23][CH2:24][CH3:25])[N:5]2[N:26]=[CH:27][N:28]=[C:4]2[NH:3]1.[CH3:29][CH:30]([O:32][C:33]1[CH:38]=[CH:37][C:36](B(O)O)=[CH:35][CH:34]=1)[CH3:31].C(N(CC)CC)C.N1C=CC=CC=1. The catalyst is ClCCl.C(OCC)(=O)C.C([O-])(=O)C.[Cu+2].C([O-])(=O)C. The product is [CH3:29][CH:30]([O:32][C:33]1[CH:38]=[CH:37][C:36]([N:3]2[C:2](=[O:1])[C:7]([CH2:8][C:9]3[CH:10]=[CH:11][C:12]([C:15]4[C:16]([C:21]#[N:22])=[CH:17][CH:18]=[CH:19][CH:20]=4)=[CH:13][CH:14]=3)=[C:6]([CH2:23][CH2:24][CH3:25])[N:5]3[N:26]=[CH:27][N:28]=[C:4]23)=[CH:35][CH:34]=1)[CH3:31]. (3) The reactants are [Br:1][C:2]1[N:7]=[C:6]([CH3:8])[C:5]([OH:9])=[C:4]([CH3:10])[CH:3]=1.IC.[C:13](=O)([O-])[O-].[K+].[K+]. The catalyst is CC(C)=O. The product is [Br:1][C:2]1[N:7]=[C:6]([CH3:8])[C:5]([O:9][CH3:13])=[C:4]([CH3:10])[CH:3]=1. The yield is 0.850.